This data is from Catalyst prediction with 721,799 reactions and 888 catalyst types from USPTO. The task is: Predict which catalyst facilitates the given reaction. (1) Reactant: [N+:1]([C:4]1[CH:11]=[CH:10][CH:9]=[CH:8][C:5]=1[CH:6]=O)([O-:3])=[O:2].[NH2:12][C:13]1[CH:18]=[CH:17][C:16]([CH2:19][CH2:20][C:21]([CH3:31])([S:27]([CH3:30])(=[O:29])=[O:28])[C:22]([O:24][CH2:25][CH3:26])=[O:23])=[CH:15][CH:14]=1. Product: [CH3:31][C:21]([S:27]([CH3:30])(=[O:29])=[O:28])([CH2:20][CH2:19][C:16]1[CH:15]=[CH:14][C:13](/[N:12]=[CH:6]/[C:5]2[CH:8]=[CH:9][CH:10]=[CH:11][C:4]=2[N+:1]([O-:3])=[O:2])=[CH:18][CH:17]=1)[C:22]([O:24][CH2:25][CH3:26])=[O:23]. The catalyst class is: 8. (2) Reactant: [CH:1]1([CH2:4][CH:5]([O:9][CH2:10][CH:11]=O)[CH2:6][CH:7]=[CH2:8])[CH2:3][CH2:2]1.C([O-])(=O)C.[Na+].Cl.[NH2:19][OH:20]. Product: [CH:1]1([CH2:4][CH:5]([O:9][CH2:10]/[CH:11]=[N:19]/[OH:20])[CH2:6][CH:7]=[CH2:8])[CH2:3][CH2:2]1. The catalyst class is: 40. (3) Reactant: [CH2:1]([OH:7])[C:2]1[O:6][CH:5]=[CH:4][CH:3]=1.[H-].[Na+].Br[CH2:11][CH2:12][CH2:13][CH2:14][CH2:15][CH2:16][CH2:17][CH2:18][CH2:19][CH2:20][CH2:21][O:22][CH:23]1[CH2:28][CH2:27][CH2:26][CH2:25][O:24]1. Product: [O:6]1[CH:5]=[CH:4][CH:3]=[C:2]1[CH2:1][O:7][CH2:11][CH2:12][CH2:13][CH2:14][CH2:15][CH2:16][CH2:17][CH2:18][CH2:19][CH2:20][CH2:21][O:22][CH:23]1[CH2:28][CH2:27][CH2:26][CH2:25][O:24]1. The catalyst class is: 1. (4) Reactant: Br[C:2]1[C:3]2[CH:4]3[CH2:22][CH2:21][N:20](C(OC(C)(C)C)=O)[CH2:19][CH2:18][CH:5]3[N:6](C(OC(C)(C)C)=O)[C:7]=2[CH:8]=[CH:9][CH:10]=1.P([O-])([O-])([O-])=O.[K+].[K+].[K+].[CH:38]1[C:46]2[C:45]3[CH:47]=[CH:48][CH:49]=[CH:50][C:44]=3[O:43][C:42]=2[C:41](B(O)O)=[CH:40][CH:39]=1.N#N. Product: [CH:38]1[C:46]2[C:45]3[CH:47]=[CH:48][CH:49]=[CH:50][C:44]=3[O:43][C:42]=2[C:41]([C:2]2[C:3]3[C@@H:4]4[CH2:22][CH2:21][NH:20][CH2:19][CH2:18][C@@H:5]4[NH:6][C:7]=3[CH:8]=[CH:9][CH:10]=2)=[CH:40][CH:39]=1. The catalyst class is: 455.